Dataset: Full USPTO retrosynthesis dataset with 1.9M reactions from patents (1976-2016). Task: Predict the reactants needed to synthesize the given product. Given the product [C:1]([O:5][C:6]([CH2:7][O:8][N:9]([CH2:10][C:11]1[CH:12]=[CH:13][C:14]([F:17])=[CH:15][CH:16]=1)[C:18]([CH:19]=[C:20]([OH:21])[C:24]([OH:25])=[O:23])=[O:28])=[O:29])([CH3:4])([CH3:2])[CH3:3], predict the reactants needed to synthesize it. The reactants are: [C:1]([O:5][C:6](=[O:29])[CH2:7][O:8][N:9]([C:18](=[O:28])[CH:19]=[C:20]1[C:24](=[O:25])[O:23]C(C)(C)[O:21]1)[CH2:10][C:11]1[CH:16]=[CH:15][C:14]([F:17])=[CH:13][CH:12]=1)([CH3:4])([CH3:3])[CH3:2].[OH-].[Li+].Cl.C(#N)C.